Dataset: Reaction yield outcomes from USPTO patents with 853,638 reactions. Task: Predict the reaction yield, written as a fraction of the theoretical maximum amount of product (1.0 means a 100% yield; for example, 0.34 means a 34% yield). (1) The reactants are C(O)(C(F)(F)F)=O.[C:8]([C:11]1([C:14]2[CH:49]=[CH:48][CH:47]=[CH:46][C:15]=2[CH2:16][CH2:17][C:18]2[C:23]([C:24]([F:27])([F:26])[F:25])=[CH:22][N:21]=[C:20]([NH:28][C:29]3[CH:34]=[CH:33][C:32]([CH:35]4[CH2:38][N:37](C(OC(C)(C)C)=O)[CH2:36]4)=[CH:31][CH:30]=3)[N:19]=2)[CH2:13][CH2:12]1)(=[O:10])[NH2:9]. The catalyst is C(Cl)Cl. The product is [NH:37]1[CH2:38][CH:35]([C:32]2[CH:33]=[CH:34][C:29]([NH:28][C:20]3[N:19]=[C:18]([CH2:17][CH2:16][C:15]4[CH:46]=[CH:47][CH:48]=[CH:49][C:14]=4[C:11]4([C:8]([NH2:9])=[O:10])[CH2:12][CH2:13]4)[C:23]([C:24]([F:26])([F:25])[F:27])=[CH:22][N:21]=3)=[CH:30][CH:31]=2)[CH2:36]1. The yield is 0.900. (2) The reactants are [C:1]([NH:7][C:8](=[O:31])[NH:9][C:10]1[N:15]=[CH:14][C:13]([O:16][C:17]2[CH:22]=[CH:21][N:20]=[C:19]([NH:23]C(=O)OC(C)(C)C)[CH:18]=2)=[CH:12][CH:11]=1)(=[O:6])[C:2]([CH3:5])([CH3:4])[CH3:3]. The catalyst is C(O)(C(F)(F)F)=O. The product is [NH2:23][C:19]1[CH:18]=[C:17]([O:16][C:13]2[CH:12]=[CH:11][C:10]([NH:9][C:8]([NH:7][C:1](=[O:6])[C:2]([CH3:4])([CH3:3])[CH3:5])=[O:31])=[N:15][CH:14]=2)[CH:22]=[CH:21][N:20]=1. The yield is 1.00. (3) The reactants are [H-].[Na+].[Cl:3][C:4]1[CH:10]=[CH:9][C:7]([NH2:8])=[CH:6][CH:5]=1.[Cl:11][C:12]1[CH:17]=[CH:16][CH:15]=[C:14](Cl)[C:13]=1[N+:19]([O-:21])=[O:20].Cl. The catalyst is C1COCC1.O. The product is [Cl:11][C:12]1[C:13]([N+:19]([O-:21])=[O:20])=[C:14]([CH:15]=[CH:16][CH:17]=1)[NH:8][C:7]1[CH:9]=[CH:10][C:4]([Cl:3])=[CH:5][CH:6]=1. The yield is 0.870. (4) The reactants are [Cl:1][C:2]1[N:7]=[C:6]([O:8][CH2:9][CH2:10][CH2:11][CH2:12][OH:13])[CH:5]=[CH:4][CH:3]=1.C(N(CC)CC)C.[CH3:21][C:22]1[CH:27]=[CH:26][C:25]([S:28](Cl)(=[O:30])=[O:29])=[CH:24][CH:23]=1. The catalyst is ClCCl.ClC. The product is [CH3:21][C:22]1[CH:27]=[CH:26][C:25]([S:28]([O:13][CH2:12][CH2:11][CH2:10][CH2:9][O:8][C:6]2[CH:5]=[CH:4][CH:3]=[C:2]([Cl:1])[N:7]=2)(=[O:30])=[O:29])=[CH:24][CH:23]=1. The yield is 0.763. (5) The reactants are [CH3:1][N:2]1[C:11]2[C:6](=[CH:7][CH:8]=[CH:9][CH:10]=2)[CH:5]([CH2:12][NH2:13])[CH2:4][CH2:3]1.F[C:15]1[CH:23]=[N:22][CH:21]=[CH:20][C:16]=1[C:17]([OH:19])=[O:18]. No catalyst specified. The product is [CH3:1][N:2]1[C:11]2[C:6](=[CH:7][CH:8]=[CH:9][CH:10]=2)[CH:5]([CH2:12][NH:13][C:21]2[CH:20]=[C:16]([C:17]([OH:19])=[O:18])[CH:15]=[CH:23][N:22]=2)[CH2:4][CH2:3]1. The yield is 0.180. (6) The reactants are [Cl:1][C:2]1[CH:29]=[CH:28][C:5]([CH2:6][C:7]2[N:8]=[C:9]([C:22]3[CH:27]=[CH:26][N:25]=[CH:24][CH:23]=3)[S:10][C:11]=2[C:12]2[NH:16][N:15]=[C:14]([C:17]([O:19]CC)=[O:18])[CH:13]=2)=[CH:4][CH:3]=1.[Li+].[OH-].Cl. The catalyst is C1COCC1. The product is [Cl:1][C:2]1[CH:3]=[CH:4][C:5]([CH2:6][C:7]2[N:8]=[C:9]([C:22]3[CH:27]=[CH:26][N:25]=[CH:24][CH:23]=3)[S:10][C:11]=2[C:12]2[NH:16][N:15]=[C:14]([C:17]([OH:19])=[O:18])[CH:13]=2)=[CH:28][CH:29]=1. The yield is 0.0700. (7) The reactants are [I:1][C:2]1[C:10]2[C:5](=[CH:6][C:7]([N+:11]([O-:13])=[O:12])=[CH:8][CH:9]=2)[NH:4][N:3]=1.[H-].[Na+].Cl[CH2:17][O:18][CH2:19][CH2:20][Si:21]([CH3:24])([CH3:23])[CH3:22].O. The catalyst is CN(C)C=O. The product is [I:1][C:2]1[C:10]2[C:5](=[CH:6][C:7]([N+:11]([O-:13])=[O:12])=[CH:8][CH:9]=2)[N:4]([CH2:17][O:18][CH2:19][CH2:20][Si:21]([CH3:24])([CH3:23])[CH3:22])[N:3]=1. The yield is 0.370. (8) The reactants are C([O-])([O-])=[O:2].C([O-])([O-])=O.OO.OO.OO.[Na+].[Na+].[Na+].[Na+].[Br:19][CH2:20][C:21]1[CH:30]=[C:29]2[C:24]([C:25]([C:33]3[CH:38]=[CH:37][C:36]([F:39])=[CH:35][CH:34]=3)=[CH:26][C:27]([C:31]#[N:32])=[N:28]2)=[CH:23][CH:22]=1. The catalyst is O.CC(C)=O. The product is [Br:19][CH2:20][C:21]1[CH:30]=[C:29]2[C:24]([C:25]([C:33]3[CH:34]=[CH:35][C:36]([F:39])=[CH:37][CH:38]=3)=[CH:26][C:27]([C:31]([NH2:32])=[O:2])=[N:28]2)=[CH:23][CH:22]=1. The yield is 0.570. (9) The reactants are Cl[C:2]1[C:11]2[C:6](=[CH:7][C:8]([O:14][CH3:15])=[C:9]([O:12][CH3:13])[CH:10]=2)[N:5]=[CH:4][CH:3]=1.[OH:16][C:17]1[C:26]([C:27]([O:29][CH3:30])=[O:28])=[CH:25][C:24]2[C:19](=[CH:20][CH:21]=[CH:22][CH:23]=2)[CH:18]=1.O. The catalyst is CN(C)C1C=CN=CC=1.ClC1C=CC=CC=1Cl. The product is [CH3:13][O:12][C:9]1[CH:10]=[C:11]2[C:6](=[CH:7][C:8]=1[O:14][CH3:15])[N:5]=[CH:4][CH:3]=[C:2]2[O:16][C:17]1[C:26]([C:27]([O:29][CH3:30])=[O:28])=[CH:25][C:24]2[C:19]([CH:18]=1)=[CH:20][CH:21]=[CH:22][CH:23]=2. The yield is 0.0400.